From a dataset of Full USPTO retrosynthesis dataset with 1.9M reactions from patents (1976-2016). Predict the reactants needed to synthesize the given product. (1) Given the product [CH2:31]([C:24]1[CH:23]=[CH:22][C:27]([NH:28][CH2:13][C:14]2[CH:8]=[N:10][C:11]([CH3:12])=[CH:16][CH:15]=2)=[CH:26][CH:25]=1)[CH3:32], predict the reactants needed to synthesize it. The reactants are: ClC1C=CC([C@@H:8]([NH:10][C:11]2[CH:16]=[CH:15][C:14](OC)=[CH:13][C:12]=2F)C)=CC=1.C([C:22]1[C:27]([N+:28]([O-])=O)=[CH:26][CH:25]=[C:24]([CH2:31][CH3:32])[C:23]=1N)C. (2) Given the product [F:17][C:14]1[C:15]([F:16])=[C:8]2[C:9]([CH2:10][C:33]3([C@@H:5]4[C@@H:4]([CH3:26])[O:3][C@@H:2]([CH3:1])[CH2:7][N:6]42)[C:31](=[O:32])[NH:30][C:28](=[O:29])[NH:27][C:34]3=[O:35])=[CH:12][C:13]=1[C:18]#[C:19][C:20]1[S:21][C:22]([CH3:25])=[N:23][N:24]=1, predict the reactants needed to synthesize it. The reactants are: [CH3:1][C@@H:2]1[CH2:7][N:6]([C:8]2[C:15]([F:16])=[C:14]([F:17])[C:13]([C:18]#[C:19][C:20]3[S:21][C:22]([CH3:25])=[N:23][N:24]=3)=[CH:12][C:9]=2[CH:10]=O)[CH2:5][C@H:4]([CH3:26])[O:3]1.[NH:27]1[C:34](=[O:35])[CH2:33][C:31](=[O:32])[NH:30][C:28]1=[O:29]. (3) The reactants are: [F:1][C:2]1[CH:7]=[CH:6][C:5]([F:8])=[CH:4][C:3]=1[C@H:9]1[CH2:13][CH2:12][CH2:11][N:10]1[C:14]1[CH:19]=[CH:18][N:17]2[N:20]=[CH:21][C:22](/[CH:23]=[CH:24]/[C:25](O)=[O:26])=[C:16]2[N:15]=1.CN(C(ON1N=NC2C=CC=NC1=2)=[N+](C)C)C.F[P-](F)(F)(F)(F)F.CCN(C(C)C)C(C)C.[NH2:61][CH2:62][CH2:63][OH:64]. Given the product [F:1][C:2]1[CH:7]=[CH:6][C:5]([F:8])=[CH:4][C:3]=1[C@H:9]1[CH2:13][CH2:12][CH2:11][N:10]1[C:14]1[CH:19]=[CH:18][N:17]2[N:20]=[CH:21][C:22](/[CH:23]=[CH:24]/[C:25]([NH:61][CH2:62][CH2:63][OH:64])=[O:26])=[C:16]2[N:15]=1, predict the reactants needed to synthesize it. (4) Given the product [CH2:13]([O:20][C:21](=[O:33])[NH:22][C:23]1[CH:28]=[CH:27][C:26]([F:29])=[C:25]([CH:30]([C:10]2[C:4]3[C:5](=[N:6][CH:7]=[C:2]([Cl:1])[CH:3]=3)[NH:8][CH:9]=2)[OH:31])[C:24]=1[F:32])[C:14]1[CH:19]=[CH:18][CH:17]=[CH:16][CH:15]=1, predict the reactants needed to synthesize it. The reactants are: [Cl:1][C:2]1[CH:3]=[C:4]2[CH:10]=[CH:9][NH:8][C:5]2=[N:6][CH:7]=1.[OH-].[K+].[CH2:13]([O:20][C:21](=[O:33])[NH:22][C:23]1[CH:28]=[CH:27][C:26]([F:29])=[C:25]([CH:30]=[O:31])[C:24]=1[F:32])[C:14]1[CH:19]=[CH:18][CH:17]=[CH:16][CH:15]=1.